Dataset: Catalyst prediction with 721,799 reactions and 888 catalyst types from USPTO. Task: Predict which catalyst facilitates the given reaction. (1) Reactant: C([O:4][CH2:5][CH2:6][CH2:7][N:8]1[C:13](=[O:14])[C:12]2[NH:15][C:16]([C:19]3[CH:24]=[CH:23][CH:22]=[C:21]([O:25][C:26]([F:29])([F:28])[F:27])[CH:20]=3)=[C:17]([CH3:18])[C:11]=2[N:10]([CH3:30])[C:9]1=[O:31])(=O)C.O[Li].O. Product: [OH:4][CH2:5][CH2:6][CH2:7][N:8]1[C:13](=[O:14])[C:12]2[NH:15][C:16]([C:19]3[CH:24]=[CH:23][CH:22]=[C:21]([O:25][C:26]([F:29])([F:28])[F:27])[CH:20]=3)=[C:17]([CH3:18])[C:11]=2[N:10]([CH3:30])[C:9]1=[O:31]. The catalyst class is: 569. (2) Reactant: [Cl:1][C:2]1[CH:12]=[CH:11][CH:10]=[C:9]([F:13])[C:3]=1[C:4]([N:6]=[C:7]=[O:8])=[O:5].[F:14][C:15]1[CH:22]=[C:21]([S:23][C:24]([F:33])([F:32])[C:25]([F:31])([F:30])[C:26]([F:29])([F:28])[F:27])[CH:20]=[CH:19][C:16]=1[NH:17][CH3:18]. Product: [Cl:1][C:2]1[CH:12]=[CH:11][CH:10]=[C:9]([F:13])[C:3]=1[C:4]([NH:6][C:7](=[O:8])[N:17]([C:16]1[CH:19]=[CH:20][C:21]([S:23][C:24]([F:33])([F:32])[C:25]([F:30])([F:31])[C:26]([F:27])([F:28])[F:29])=[CH:22][C:15]=1[F:14])[CH3:18])=[O:5]. The catalyst class is: 13.